From a dataset of Reaction yield outcomes from USPTO patents with 853,638 reactions. Predict the reaction yield, written as a fraction of the theoretical maximum amount of product (1.0 means a 100% yield; for example, 0.34 means a 34% yield). (1) The reactants are [Cl:1][C:2]1[CH:3]=[CH:4][C:5]2[O:9][C:8]([C:10]3[CH:15]=[C:14]([N+:16]([O-])=O)[CH:13]=[CH:12][C:11]=3[Cl:19])=[N:7][C:6]=2[CH:20]=1.Cl. The catalyst is C(O)C.O.[Fe]. The product is [Cl:19][C:11]1[CH:12]=[CH:13][C:14]([NH2:16])=[CH:15][C:10]=1[C:8]1[O:9][C:5]2[CH:4]=[CH:3][C:2]([Cl:1])=[CH:20][C:6]=2[N:7]=1. The yield is 0.540. (2) The reactants are [Cl:1][C:2]1[CH:7]=[CH:6][CH:5]=[CH:4][C:3]=1[S:8]([N:11]1[CH2:16][CH2:15][NH:14][C:13]2[N:17]=[CH:18][C:19](I)=[CH:20][C:12]1=2)(=[O:10])=[O:9].[CH3:22][N:23]1[CH2:28][CH2:27][N:26]([C:29]2[CH:34]=[CH:33][C:32](B3OC(C)(C)C(C)(C)O3)=[CH:31][N:30]=2)[CH2:25][CH2:24]1. No catalyst specified. The product is [Cl:1][C:2]1[CH:7]=[CH:6][CH:5]=[CH:4][C:3]=1[S:8]([N:11]1[CH2:16][CH2:15][NH:14][C:13]2[N:17]=[CH:18][C:19]([C:32]3[CH:31]=[N:30][C:29]([N:26]4[CH2:25][CH2:24][N:23]([CH3:22])[CH2:28][CH2:27]4)=[CH:34][CH:33]=3)=[CH:20][C:12]1=2)(=[O:10])=[O:9]. The yield is 0.410.